From a dataset of Full USPTO retrosynthesis dataset with 1.9M reactions from patents (1976-2016). Predict the reactants needed to synthesize the given product. (1) The reactants are: [OH:1][CH:2]1[CH:7]([C:8]2[CH:13]=[CH:12][C:11]([O:14][CH2:15][CH2:16][CH2:17][O:18][CH2:19][C:20]3[CH:25]=[CH:24][CH:23]=[CH:22][C:21]=3[O:26][CH3:27])=[CH:10][CH:9]=2)[CH2:6][CH2:5][N:4]([C:28]([O:30][C:31]([CH3:34])([CH3:33])[CH3:32])=[O:29])[CH2:3]1.Cl[CH2:36][C:37]1[CH:42]=[CH:41][CH:40]=[CH:39][C:38]=1[O:43][CH2:44][CH2:45][CH2:46][O:47][CH3:48]. Given the product [CH3:27][O:26][C:21]1[CH:22]=[CH:23][CH:24]=[CH:25][C:20]=1[CH2:19][O:18][CH2:17][CH2:16][CH2:15][O:14][C:11]1[CH:12]=[CH:13][C:8]([CH:7]2[CH2:6][CH2:5][N:4]([C:28]([O:30][C:31]([CH3:34])([CH3:33])[CH3:32])=[O:29])[CH2:3][CH:2]2[O:1][CH2:36][C:37]2[CH:42]=[CH:41][CH:40]=[CH:39][C:38]=2[O:43][CH2:44][CH2:45][CH2:46][O:47][CH3:48])=[CH:9][CH:10]=1, predict the reactants needed to synthesize it. (2) Given the product [C:1]1([CH:7]=[CH:8][C:9]([NH:11][C@H:12]([C:14]2[CH:19]=[CH:18][CH:17]=[C:16]([O:20][S:27]([C:30]([F:33])([F:32])[F:31])(=[O:29])=[O:28])[CH:15]=2)[CH3:13])=[O:10])[CH:6]=[CH:5][CH:4]=[CH:3][CH:2]=1, predict the reactants needed to synthesize it. The reactants are: [C:1]1([CH:7]=[CH:8][C:9]([NH:11][C@H:12]([C:14]2[CH:19]=[CH:18][CH:17]=[C:16]([OH:20])[CH:15]=2)[CH3:13])=[O:10])[CH:6]=[CH:5][CH:4]=[CH:3][CH:2]=1.N1C=CC=CC=1.[S:27](O[S:27]([C:30]([F:33])([F:32])[F:31])(=[O:29])=[O:28])([C:30]([F:33])([F:32])[F:31])(=[O:29])=[O:28].O.